From a dataset of Forward reaction prediction with 1.9M reactions from USPTO patents (1976-2016). Predict the product of the given reaction. Given the reactants [O:1]=[C:2]([C:15]1[C:24]2[C:19](=[CH:20][CH:21]=[C:22]([O:25][CH3:26])[CH:23]=2)[N:18]=[CH:17][C:16]=1[F:27])[CH2:3][CH2:4][C@@H:5]1[CH2:10][CH2:9][NH:8][CH2:7][C@@H:6]1[C:11]([O:13][CH3:14])=[O:12].Br[CH2:29][CH2:30][S:31][C:32]1[CH:37]=[C:36]([F:38])[CH:35]=[CH:34][C:33]=1[F:39].[I-].[K+].C(=O)([O-])[O-].[K+].[K+], predict the reaction product. The product is: [O:1]=[C:2]([C:15]1[C:24]2[C:19](=[CH:20][CH:21]=[C:22]([O:25][CH3:26])[CH:23]=2)[N:18]=[CH:17][C:16]=1[F:27])[CH2:3][CH2:4][C@@H:5]1[CH2:10][CH2:9][N:8]([CH2:29][CH2:30][S:31][C:32]2[CH:37]=[C:36]([F:38])[CH:35]=[CH:34][C:33]=2[F:39])[CH2:7][C@@H:6]1[C:11]([O:13][CH3:14])=[O:12].